This data is from Full USPTO retrosynthesis dataset with 1.9M reactions from patents (1976-2016). The task is: Predict the reactants needed to synthesize the given product. Given the product [O:46]=[S:42]1(=[O:45])[CH2:43][CH2:44][N:39]([C:36]2[CH:37]=[CH:38][C:33]([C:2]3[S:6][C:5]([C:7]4[CH:8]=[N:9][CH:10]=[C:11]([F:13])[CH:12]=4)=[N:4][C:3]=3[C@@H:14]3[CH2:19][CH2:18][C@H:17]([F:20])[CH2:16][C@H:15]3[C:21]([O:23][CH3:24])=[O:22])=[CH:34][CH:35]=2)[CH2:40][CH2:41]1, predict the reactants needed to synthesize it. The reactants are: Br[C:2]1[S:6][C:5]([C:7]2[CH:8]=[N:9][CH:10]=[C:11]([F:13])[CH:12]=2)=[N:4][C:3]=1[C@@H:14]1[CH2:19][CH2:18][C@H:17]([F:20])[CH2:16][C@H:15]1[C:21]([O:23][CH3:24])=[O:22].CC1(C)C(C)(C)OB([C:33]2[CH:38]=[CH:37][C:36]([N:39]3[CH2:44][CH2:43][S:42](=[O:46])(=[O:45])[CH2:41][CH2:40]3)=[CH:35][CH:34]=2)O1.C1C=C(S([O-])(=O)=O)C=C(P(C2C=CC=C(S([O-])(=O)=O)C=2)C2C=CC=C(S([O-])(=O)=O)C=2)C=1.[Na+].[Na+].[Na+].CN(C=O)C.